From a dataset of Forward reaction prediction with 1.9M reactions from USPTO patents (1976-2016). Predict the product of the given reaction. Given the reactants [C:1]([O:10]C)(=O)[C:2]1[C:3](=[CH:5][CH:6]=[CH:7][CH:8]=1)[SH:4].[C:12]([C:14]1[CH:19]=[N:18][CH:17]=[CH:16][N:15]=1)#[N:13].C(N(CC)CC)C, predict the reaction product. The product is: [N:15]1[CH:16]=[CH:17][N:18]=[CH:19][C:14]=1[C:12]1[S:4][C:3]2[CH:5]=[CH:6][CH:7]=[CH:8][C:2]=2[C:1](=[O:10])[N:13]=1.